Dataset: Reaction yield outcomes from USPTO patents with 853,638 reactions. Task: Predict the reaction yield, written as a fraction of the theoretical maximum amount of product (1.0 means a 100% yield; for example, 0.34 means a 34% yield). (1) The reactants are [F:1][C:2]1[CH:10]=[CH:9][CH:8]=[CH:7][C:3]=1[C:4]([OH:6])=O.[F:11][C:12]1[CH:17]=[CH:16][C:15]([NH:18][C:19]([C:21]2[C:25]([NH2:26])=[CH:24][NH:23][N:22]=2)=[O:20])=[CH:14][CH:13]=1.C(Cl)CCl.C1C=CC2N(O)N=NC=2C=1. The catalyst is CS(C)=O. The product is [F:11][C:12]1[CH:13]=[CH:14][C:15]([NH:18][C:19]([C:21]2[C:25]([NH:26][C:4](=[O:6])[C:3]3[CH:7]=[CH:8][CH:9]=[CH:10][C:2]=3[F:1])=[CH:24][NH:23][N:22]=2)=[O:20])=[CH:16][CH:17]=1. The yield is 0.190. (2) The reactants are [C:1]([O:4][C@H:5]1[CH2:9][C@H:8]([N:10]2[CH:18]=[N:17][C:16]3[C:11]2=[N:12][CH:13]=[N:14][C:15]=3Br)[O:7][C@@H:6]1[CH2:20][O:21][Si:22]([C:25]([CH3:28])([CH3:27])[CH3:26])([CH3:24])[CH3:23])(=[O:3])[CH3:2].CCN(C(C)C)C(C)C.[C:38]1([C:44]#[CH:45])[CH:43]=[CH:42][CH:41]=[CH:40][CH:39]=1. The catalyst is CN(C=O)C.[Cu]I.Cl[Pd](Cl)([P](C1C=CC=CC=1)(C1C=CC=CC=1)C1C=CC=CC=1)[P](C1C=CC=CC=1)(C1C=CC=CC=1)C1C=CC=CC=1. The product is [C:1]([O:4][C@H:5]1[CH2:9][C@H:8]([N:10]2[CH:18]=[N:17][C:16]3[C:11]2=[N:12][CH:13]=[N:14][C:15]=3[C:45]#[C:44][C:38]2[CH:43]=[CH:42][CH:41]=[CH:40][CH:39]=2)[O:7][C@@H:6]1[CH2:20][O:21][Si:22]([C:25]([CH3:28])([CH3:27])[CH3:26])([CH3:24])[CH3:23])(=[O:3])[CH3:2]. The yield is 0.910. (3) The reactants are [Cl:1][C:2]1[CH:11]=[CH:10][C:5]([C:6]([NH:8]O)=[O:7])=[C:4]([OH:12])[CH:3]=1.N#N.O=S(Cl)Cl.Cl. The catalyst is O1CCOCC1.CCN(CC)CC.O1CCCC1. The product is [OH:7][C:6]1[C:5]2[CH:10]=[CH:11][C:2]([Cl:1])=[CH:3][C:4]=2[O:12][N:8]=1. The yield is 0.890. (4) The reactants are C(OC(=O)[NH:7][C@H:8]([C:12]1[NH:16][N:15]=[N:14][N:13]=1)[CH2:9][C:10]#[CH:11])(C)(C)C.[ClH:18]. The catalyst is CO. The product is [ClH:18].[NH:13]1[C:12]([C@@H:8]([NH2:7])[CH2:9][C:10]#[CH:11])=[N:16][N:15]=[N:14]1. The yield is 0.710. (5) The reactants are C([NH:4][C:5]1[CH:10]=[CH:9][C:8]([S:11]([N:14]2[CH2:19][CH2:18][CH2:17][CH2:16][CH2:15]2)(=[O:13])=[O:12])=[CH:7][CH:6]=1)(=O)C.C(OCC)(=O)C.ClCCl.[OH-].[Na+]. The catalyst is Cl. The product is [NH2:4][C:5]1[CH:10]=[CH:9][C:8]([S:11]([N:14]2[CH2:19][CH2:18][CH2:17][CH2:16][CH2:15]2)(=[O:13])=[O:12])=[CH:7][CH:6]=1. The yield is 0.706. (6) The reactants are Br[C:2]1[CH:24]=[C:23]([F:25])[CH:22]=[CH:21][C:3]=1[O:4][CH2:5][C:6]([N:8]([CH:18]([CH3:20])[CH3:19])[NH:9][C:10](=[O:17])[C:11]1[CH:16]=[CH:15][CH:14]=[CH:13][CH:12]=1)=[O:7].C([O-])([O-])=O.[Na+].[Na+].[Cl:32][C:33]1[CH:34]=[C:35](B(O)O)[CH:36]=[CH:37][CH:38]=1. The product is [Cl:32][C:33]1[CH:34]=[CH:35][CH:36]=[CH:37][C:38]=1[C:2]1[CH:24]=[C:23]([F:25])[CH:22]=[CH:21][C:3]=1[O:4][CH2:5][C:6]([N:8]([CH:18]([CH3:20])[CH3:19])[NH:9][C:10](=[O:17])[C:11]1[CH:16]=[CH:15][CH:14]=[CH:13][CH:12]=1)=[O:7]. The catalyst is COCCOC. The yield is 0.800. (7) The reactants are [Cl:1][C:2]1[CH:3]=[C:4]([CH:8]=[CH:9][C:10]=1[O:11][CH:12]([CH3:14])[CH3:13])[C:5]([OH:7])=O.O[NH:16][C:17](=[NH:36])[C:18]1[CH:26]=[CH:25][CH:24]=[C:23]2[C:19]=1[CH:20]=[N:21][N:22]2[CH2:27][C:28]([CH3:35])([CH3:34])[C:29]([O:31][CH2:32][CH3:33])=[O:30].C(N(C(C)C)C(C)C)C.CN(C(ON1N=NC2C=CC=NC1=2)=[N+](C)C)C.F[P-](F)(F)(F)(F)F. The catalyst is CN(C=O)C. The product is [Cl:1][C:2]1[CH:3]=[C:4]([C:5]2[O:7][N:16]=[C:17]([C:18]3[CH:26]=[CH:25][CH:24]=[C:23]4[C:19]=3[CH:20]=[N:21][N:22]4[CH2:27][C:28]([CH3:34])([CH3:35])[C:29]([O:31][CH2:32][CH3:33])=[O:30])[N:36]=2)[CH:8]=[CH:9][C:10]=1[O:11][CH:12]([CH3:14])[CH3:13]. The yield is 0.390. (8) The reactants are [CH2:1]([N:5]([S:15]([C:18]1[CH:23]=[CH:22][C:21]([N+:24]([O-:26])=[O:25])=[CH:20][CH:19]=1)(=[O:17])=[O:16])[C@H:6]([C:12]([OH:14])=[O:13])[CH2:7][CH2:8][CH2:9][CH2:10][NH2:11])[CH:2]([CH3:4])[CH3:3].[CH3:27][O:28][C:29]1[CH:39]=[C:38]([O:40][CH3:41])[CH:37]=[CH:36][C:30]=1[CH:31]=[CH:32][C:33](O)=[O:34]. No catalyst specified. The product is [CH2:1]([N:5]([S:15]([C:18]1[CH:23]=[CH:22][C:21]([N+:24]([O-:26])=[O:25])=[CH:20][CH:19]=1)(=[O:17])=[O:16])[C@H:6]([C:12]([OH:14])=[O:13])[CH2:7][CH2:8][CH2:9][CH2:10][NH:11][C:33](=[O:34])[CH:32]=[CH:31][C:30]1[CH:36]=[CH:37][C:38]([O:40][CH3:41])=[CH:39][C:29]=1[O:28][CH3:27])[CH:2]([CH3:4])[CH3:3]. The yield is 0.720. (9) The reactants are [C:1]([C:3]1[CH:8]=[CH:7][CH:6]=[CH:5][C:4]=1[OH:9])#[N:2].[H-].[Na+].[Cl:12][C:13]1[CH:29]=[C:28]([Cl:30])[CH:27]=[CH:26][C:14]=1[CH2:15][NH:16][C:17](=[O:25])[C:18]1[CH:23]=[CH:22][C:21](F)=[N:20][CH:19]=1. The catalyst is CN(C)C(=O)C. The product is [C:1]([C:3]1[CH:8]=[CH:7][CH:6]=[CH:5][C:4]=1[O:9][C:21]1[CH:22]=[CH:23][C:18]([C:17]([NH:16][CH2:15][C:14]2[CH:26]=[CH:27][C:28]([Cl:30])=[CH:29][C:13]=2[Cl:12])=[O:25])=[CH:19][N:20]=1)#[N:2]. The yield is 0.250.